Predict the reactants needed to synthesize the given product. From a dataset of Full USPTO retrosynthesis dataset with 1.9M reactions from patents (1976-2016). (1) Given the product [Cl:1][C:2]1[S:3][C:4]([C:14]([O:16][CH3:17])=[O:15])=[C:5]([C:7]2[O:13][N:10]=[CH:9][CH:8]=2)[N:6]=1, predict the reactants needed to synthesize it. The reactants are: [Cl:1][C:2]1[S:3][C:4]([C:14]([O:16][CH3:17])=[O:15])=[C:5]([C:7](=[O:13])/[CH:8]=[CH:9]/[N:10](C)C)[N:6]=1.Cl.NO. (2) Given the product [CH3:18][C:15]1[CH:16]=[CH:17][C:12]([NH:11][S:8]([C:4]2[CH:5]=[CH:6][CH:7]=[C:2]([C:28]3[CH:29]=[CH:30][CH:31]=[C:26]([O:25][C:24]([F:23])([F:35])[F:36])[CH:27]=3)[CH:3]=2)(=[O:10])=[O:9])=[C:13]([S:19]([NH2:22])(=[O:21])=[O:20])[CH:14]=1, predict the reactants needed to synthesize it. The reactants are: Br[C:2]1[CH:3]=[C:4]([S:8]([NH:11][C:12]2[CH:17]=[CH:16][C:15]([CH3:18])=[CH:14][C:13]=2[S:19]([NH2:22])(=[O:21])=[O:20])(=[O:10])=[O:9])[CH:5]=[CH:6][CH:7]=1.[F:23][C:24]([F:36])([F:35])[O:25][C:26]1[CH:27]=[C:28](B(O)O)[CH:29]=[CH:30][CH:31]=1.C1(P(C2CCCCC2)C2CCCCC2)CCCCC1.P([O-])([O-])([O-])=O.[K+].[K+].[K+]. (3) The reactants are: [CH3:1][N:2]([C:6]1[CH:11]=[CH:10][CH:9]=[CH:8][CH:7]=1)[C:3](Cl)=[O:4].[OH:12][C:13]1[N:18]=[CH:17][C:16]([N:19]2[C:24](=[O:25])[CH2:23][CH2:22][CH2:21][C:20]2=[O:26])=[CH:15][CH:14]=1.N12CCN(CC1)CC2. Given the product [O:26]=[C:20]1[CH2:21][CH2:22][CH2:23][C:24](=[O:25])[N:19]1[C:16]1[CH:17]=[N:18][C:13]([O:12][C:3](=[O:4])[N:2]([CH3:1])[C:6]2[CH:11]=[CH:10][CH:9]=[CH:8][CH:7]=2)=[CH:14][CH:15]=1, predict the reactants needed to synthesize it. (4) Given the product [CH3:33][C:13]1[N:12]=[C:11]([O:7][C:1]2[CH:6]=[CH:5][CH:4]=[CH:3][CH:2]=2)[C:16]([N+:17]([O-:19])=[O:18])=[C:15]([NH:20][CH2:21][CH2:22][CH2:23][CH2:24][NH:25][C:26](=[O:32])[O:27][C:28]([CH3:30])([CH3:29])[CH3:31])[CH:14]=1, predict the reactants needed to synthesize it. The reactants are: [C:1]1([OH:7])[CH:6]=[CH:5][CH:4]=[CH:3][CH:2]=1.[H-].[Na+].Cl[C:11]1[C:16]([N+:17]([O-:19])=[O:18])=[C:15]([NH:20][CH2:21][CH2:22][CH2:23][CH2:24][NH:25][C:26](=[O:32])[O:27][C:28]([CH3:31])([CH3:30])[CH3:29])[CH:14]=[C:13]([CH3:33])[N:12]=1. (5) Given the product [Si:1]([O:8][CH2:9][C:10]1[CH:11]=[CH:12][C:13]([C:14]([NH:16][NH:17][C:27](=[O:35])[CH2:28][CH2:29][CH2:30][CH2:31][CH2:32][CH2:33][CH3:34])=[O:15])=[CH:18][CH:19]=1)([C:4]([CH3:7])([CH3:6])[CH3:5])([CH3:3])[CH3:2], predict the reactants needed to synthesize it. The reactants are: [Si:1]([O:8][CH2:9][C:10]1[CH:19]=[CH:18][C:13]([C:14]([NH:16][NH2:17])=[O:15])=[CH:12][CH:11]=1)([C:4]([CH3:7])([CH3:6])[CH3:5])([CH3:3])[CH3:2].C(N(CC)CC)C.[C:27](Cl)(=[O:35])[CH2:28][CH2:29][CH2:30][CH2:31][CH2:32][CH2:33][CH3:34]. (6) Given the product [C:37]([O:36][C:34](=[O:35])[NH:33][CH2:32][CH2:31][C@:14]12[CH2:26][C:25](=[O:27])[C:24]([CH:28]([CH3:29])[CH3:30])=[C:15]1[C@@H:16]1[C@@:11]([CH3:41])([CH2:12][CH2:13]2)[C@@:10]2([CH3:42])[C@@H:19]([C@:20]3([CH3:23])[C@@H:7]([CH2:8][CH2:9]2)[C:6]([CH3:43])([CH3:44])[C@@H:5]([OH:4])[CH2:22][CH2:21]3)[CH2:18][CH2:17]1)([CH3:38])([CH3:39])[CH3:40], predict the reactants needed to synthesize it. The reactants are: C([O:4][C@H:5]1[CH2:22][CH2:21][C@@:20]2([CH3:23])[C@@H:7]([CH2:8][CH2:9][C@:10]3([CH3:42])[C@@H:19]2[CH2:18][CH2:17][C@H:16]2[C@@:11]3([CH3:41])[CH2:12][CH2:13][C@@:14]3([CH2:31][CH2:32][NH:33][C:34]([O:36][C:37]([CH3:40])([CH3:39])[CH3:38])=[O:35])[CH2:26][C:25](=[O:27])[C:24]([CH:28]([CH3:30])[CH3:29])=[C:15]32)[C:6]1([CH3:44])[CH3:43])(=O)C.[OH-].[Na+].O.CCOC(C)=O.